Dataset: Full USPTO retrosynthesis dataset with 1.9M reactions from patents (1976-2016). Task: Predict the reactants needed to synthesize the given product. Given the product [CH2:1]([NH:8][C:9]1[N:14]=[N:13][C:12]([C:15](=[N:17][OH:18])[NH2:16])=[CH:11][CH:10]=1)[C:2]1[CH:7]=[CH:6][CH:5]=[CH:4][CH:3]=1, predict the reactants needed to synthesize it. The reactants are: [CH2:1]([NH:8][C:9]1[N:14]=[N:13][C:12]([C:15]#[N:16])=[CH:11][CH:10]=1)[C:2]1[CH:7]=[CH:6][CH:5]=[CH:4][CH:3]=1.[NH2:17][OH:18].